Dataset: Full USPTO retrosynthesis dataset with 1.9M reactions from patents (1976-2016). Task: Predict the reactants needed to synthesize the given product. (1) Given the product [CH:32]([O:31][C:29]1[CH:28]=[C:25]([CH:24]=[C:23]([O:22][CH:19]([CH3:21])[CH3:20])[CH:30]=1)[CH2:26][N:16]1[CH2:17][CH2:18][CH:13]([NH:12][C:4]2[O:5][C:6]3[CH:7]=[N:8][CH:9]=[CH:10][C:11]=3[N:3]=2)[CH2:14][CH2:15]1)([CH3:33])[CH3:34], predict the reactants needed to synthesize it. The reactants are: Cl.Cl.[N:3]1[C:11]2[CH:10]=[CH:9][N:8]=[CH:7][C:6]=2[O:5][C:4]=1[NH:12][CH:13]1[CH2:18][CH2:17][NH:16][CH2:15][CH2:14]1.[CH:19]([O:22][C:23]1[CH:24]=[C:25]([CH:28]=[C:29]([O:31][CH:32]([CH3:34])[CH3:33])[CH:30]=1)[CH:26]=O)([CH3:21])[CH3:20].OC1C=C(C=C(O)C=1)C=O.IC(C)C.C([O-])([O-])=O.[K+].[K+].C([BH3-])#N.[Na+].C(N(C(C)C)C(C)C)C. (2) Given the product [Na:1].[CH2:42]([C:44]1([CH2:50][O:51][C:8]2[CH:7]=[CH:6][N:5]=[C:4]([CH2:20][S:21]([C:23]3[NH:27][C:26]4[CH:28]=[CH:29][CH:30]=[CH:31][C:25]=4[N:24]=3)=[O:22])[C:3]=2[CH3:2])[O:49][CH2:48][CH2:47][CH2:46][O:45]1)[CH3:43], predict the reactants needed to synthesize it. The reactants are: [Na:1].[CH3:2][C:3]1[C:4]([CH2:20][S:21]([C:23]2[NH:27][C:26]3[CH:28]=[CH:29][CH:30]=[CH:31][C:25]=3[N:24]=2)=[O:22])=[N:5][CH:6]=[CH:7][C:8]=1OCCC1(CCC)OCCO1.ClC1C=C[N+]([O-])=C(C)C=1C.[CH2:42]([C:44]1([CH2:50][OH:51])[O:49][CH2:48][CH2:47][CH2:46][O:45]1)[CH3:43]. (3) Given the product [CH:13]1([C:2]2[CH:7]=[C:6]([F:8])[CH:5]=[CH:4][C:3]=2[NH:9][C:10](=[O:12])[CH3:11])[CH2:15][CH2:14]1, predict the reactants needed to synthesize it. The reactants are: Br[C:2]1[CH:7]=[C:6]([F:8])[CH:5]=[CH:4][C:3]=1[NH:9][C:10](=[O:12])[CH3:11].[CH:13]1(B(O)O)[CH2:15][CH2:14]1.C1(P(C2CCCCC2)C2CCCCC2)CCCCC1.P([O-])([O-])([O-])=O.[K+].[K+].[K+]. (4) Given the product [CH3:37][S:1]([C:31]1[N:30]=[C:29]([C:28]2[N:18]3[CH:19]=[CH:20][C:21]([NH:23][C:24](=[O:27])[CH2:25][CH3:26])=[N:22][C:17]3=[N:16][C:15]=2[C:13]2[CH:12]=[CH:11][CH:10]=[C:9]([CH3:8])[N:14]=2)[CH:34]=[CH:33][N:32]=1)(=[O:5])=[O:2], predict the reactants needed to synthesize it. The reactants are: [S:1](=[O:5])(=O)(O)[OH:2].OO.[CH3:8][C:9]1[N:14]=[C:13]([C:15]2[N:16]=[C:17]3[N:22]=[C:21]([NH:23][C:24](=[O:27])[CH2:25][CH3:26])[CH:20]=[CH:19][N:18]3[C:28]=2[C:29]2[CH:34]=[CH:33][N:32]=[C:31](SC)[N:30]=2)[CH:12]=[CH:11][CH:10]=1.[CH3:37]O. (5) Given the product [F:1][C:2]1[CH:11]=[C:10]2[C:5]([CH:6]=[CH:7][C:8]([CH3:12])=[N:9]2)=[C:4]([N:13]2[CH2:18][CH2:17][N:16]([CH2:19][CH2:20][C:21]3[CH:30]=[CH:29][CH:28]=[C:27]4[C:22]=3[CH2:23][CH2:24][C:25]3[N:26]4[CH:31]=[N:32][C:33]=3[C:34]([OH:36])=[O:35])[C@H:15]([CH3:39])[CH2:14]2)[CH:3]=1, predict the reactants needed to synthesize it. The reactants are: [F:1][C:2]1[CH:11]=[C:10]2[C:5]([CH:6]=[CH:7][C:8]([CH3:12])=[N:9]2)=[C:4]([N:13]2[CH2:18][CH2:17][N:16]([CH2:19][CH2:20][C:21]3[CH:30]=[CH:29][CH:28]=[C:27]4[C:22]=3[CH2:23][CH2:24][C:25]3[N:26]4[CH:31]=[N:32][C:33]=3[C:34]([O:36]CC)=[O:35])[C@H:15]([CH3:39])[CH2:14]2)[CH:3]=1.[OH-].[K+]. (6) Given the product [CH:11]1[CH:16]=[CH:15][C:14]([C:20]([OH:22])=[O:21])=[C:13]([C:23]2[C:24]3[CH:29]=[CH:28][C:27]([OH:30])=[CH:26][C:25]=3[O:31][C:32]3[C:33]=2[CH:34]=[CH:35][C:36]([CH:37]=3)=[O:38])[CH:12]=1, predict the reactants needed to synthesize it. The reactants are: P([O-])([O-])([O-])=O.[Na+].[Na+].[Na+].[Na+].[Cl-].[CH:11]1[C:16](N=C=S)=[CH:15][C:14]2[C:20]([O:22][C:23]3([C:33]4[CH:34]=[CH:35][C:36]([OH:38])=[CH:37][C:32]=4[O:31][C:25]4[CH:26]=[C:27]([OH:30])[CH:28]=[CH:29][C:24]3=4)[C:13]=2[CH:12]=1)=[O:21]. (7) Given the product [CH:16]([C:13]1[CH:14]=[CH:15][C:10]2[N:11]([CH:20]=[C:8]([NH:7][C:1](=[O:6])[C:2]([CH3:4])([CH3:3])[CH3:5])[N:9]=2)[N:12]=1)=[O:17], predict the reactants needed to synthesize it. The reactants are: [C:1]([NH:7][C:8]1[N:9]=[C:10]2[CH:15]=[CH:14][C:13]([C:16](OC)=[O:17])=[N:12][N:11]2[CH:20]=1)(=[O:6])[C:2]([CH3:5])([CH3:4])[CH3:3].CC(C[AlH]CC(C)C)C.CO.